From a dataset of Reaction yield outcomes from USPTO patents with 853,638 reactions. Predict the reaction yield, written as a fraction of the theoretical maximum amount of product (1.0 means a 100% yield; for example, 0.34 means a 34% yield). The reactants are [Si:1]([O:8][CH2:9][CH:10]([N:19]1[CH:24]=[CH:23][C:22]([C:25]2[CH:30]=[CH:29][N:28]=[C:27](S(C)(=O)=O)[N:26]=2)=[CH:21][C:20]1=[O:35])[C:11]1[CH:16]=[CH:15][C:14]([Cl:17])=[C:13]([F:18])[CH:12]=1)([C:4]([CH3:7])([CH3:6])[CH3:5])([CH3:3])[CH3:2].[NH2:36][CH:37]1[CH2:42][CH:41]2[CH2:43][CH:38]1[C:39](=[O:44])[O:40]2.Cl. The catalyst is C(O)(CC)C. The product is [Si:1]([O:8][CH2:9][C@@H:10]([N:19]1[CH:24]=[CH:23][C:22]([C:25]2[CH:30]=[CH:29][N:28]=[C:27]([NH:36][CH:37]3[CH2:42][CH:41]4[CH2:43][CH:38]3[C:39](=[O:44])[O:40]4)[N:26]=2)=[CH:21][C:20]1=[O:35])[C:11]1[CH:16]=[CH:15][C:14]([Cl:17])=[C:13]([F:18])[CH:12]=1)([C:4]([CH3:7])([CH3:6])[CH3:5])([CH3:3])[CH3:2]. The yield is 1.00.